Dataset: Peptide-MHC class I binding affinity with 185,985 pairs from IEDB/IMGT. Task: Regression. Given a peptide amino acid sequence and an MHC pseudo amino acid sequence, predict their binding affinity value. This is MHC class I binding data. The peptide sequence is FVSVYFSDY. The MHC is HLA-A02:01 with pseudo-sequence HLA-A02:01. The binding affinity (normalized) is 0.0847.